From a dataset of Forward reaction prediction with 1.9M reactions from USPTO patents (1976-2016). Predict the product of the given reaction. (1) Given the reactants [CH2:1]([O:3][C:4]([C:6]1[C:7](=[O:27])[N:8](CC2C=CC(OC)=CC=2)[C:9]2[C:14]([C:15]=1[Cl:16])=[CH:13][C:12]([Cl:17])=[CH:11][N:10]=2)=[O:5])[CH3:2], predict the reaction product. The product is: [CH2:1]([O:3][C:4]([C:6]1[C:7](=[O:27])[NH:8][C:9]2[C:14]([C:15]=1[Cl:16])=[CH:13][C:12]([Cl:17])=[CH:11][N:10]=2)=[O:5])[CH3:2]. (2) Given the reactants [C:1]([O:13][CH3:14])(=[O:12])[C:2]1[CH:11]=[CH:10][C:5]([C:6]([O:8][CH3:9])=[O:7])=[CH:4][CH:3]=1.[CH2:15]([CH:17]([CH2:20][CH2:21][CH2:22][CH3:23])CO)[CH3:16], predict the reaction product. The product is: [C:6]([O:8][CH2:9][CH:17]([CH2:15][CH3:16])[CH2:20][CH2:21][CH2:22][CH3:23])(=[O:7])[C:5]1[CH:10]=[CH:11][C:2]([C:1]([O:13][CH3:14])=[O:12])=[CH:3][CH:4]=1.